From a dataset of Full USPTO retrosynthesis dataset with 1.9M reactions from patents (1976-2016). Predict the reactants needed to synthesize the given product. (1) The reactants are: C(C1C=CC(Br)=CC=1O)C=C.ClC1C=C(C=CC=1)C(OO)=O.C(=O)([O-])[O-].[K+].[K+].[Br:29][C:30]1[C:35]2[CH2:36][CH:37]([CH2:39][OH:40])[O:38][C:34]=2[CH:33]=[CH:32][CH:31]=1.[C:41]1([CH3:51])[CH:46]=[CH:45][C:44]([S:47](Cl)(=[O:49])=[O:48])=[CH:43][CH:42]=1. Given the product [CH3:51][C:41]1[CH:46]=[CH:45][C:44]([S:47]([O:40][CH2:39][CH:37]2[CH2:36][C:35]3[C:30]([Br:29])=[CH:31][CH:32]=[CH:33][C:34]=3[O:38]2)(=[O:49])=[O:48])=[CH:43][CH:42]=1, predict the reactants needed to synthesize it. (2) The reactants are: [CH3:1][C:2]1[N:7]=[C:6]([C:8]#[C:9][C:10]2[CH:15]=[CH:14][N:13]=[C:12](Cl)[CH:11]=2)[CH:5]=[CH:4][CH:3]=1.[CH3:17][S:18]([C:21]1[CH:26]=[CH:25][C:24](B(O)O)=[CH:23][CH:22]=1)(=[O:20])=[O:19].C(=O)([O-])[O-].[Na+].[Na+].O. Given the product [CH3:17][S:18]([C:21]1[CH:26]=[CH:25][C:24]([C:12]2[CH:11]=[C:10]([C:9]#[C:8][C:6]3[CH:5]=[CH:4][CH:3]=[C:2]([CH3:1])[N:7]=3)[CH:15]=[CH:14][N:13]=2)=[CH:23][CH:22]=1)(=[O:20])=[O:19], predict the reactants needed to synthesize it.